This data is from Forward reaction prediction with 1.9M reactions from USPTO patents (1976-2016). The task is: Predict the product of the given reaction. (1) Given the reactants [CH3:1][C@H:2]1[CH2:7][CH2:6][CH2:5][NH:4][C@H:3]1[CH2:8][NH:9][C:10](=[O:16])[O:11][C:12]([CH3:15])([CH3:14])[CH3:13].[OH-].[Na+].Cl[C:20]([O:22][CH2:23][CH:24]=[CH2:25])=[O:21], predict the reaction product. The product is: [C:12]([O:11][C:10]([NH:9][CH2:8][C@H:3]1[C@@H:2]([CH3:1])[CH2:7][CH2:6][CH2:5][N:4]1[C:20]([O:22][CH2:23][CH:24]=[CH2:25])=[O:21])=[O:16])([CH3:15])([CH3:14])[CH3:13]. (2) Given the reactants F[C:2]1[CH:24]=[CH:23][C:22]([F:25])=[CH:21][C:3]=1[C:4]([N:6]1[CH2:11][CH2:10][N:9]([C:12]([O:14][C:15]([CH3:18])([CH3:17])[CH3:16])=[O:13])[CH2:8][CH:7]1[CH2:19][OH:20])=[O:5].[H-].[Na+], predict the reaction product. The product is: [F:25][C:22]1[CH:23]=[CH:24][C:2]2[O:20][CH2:19][CH:7]3[CH2:8][N:9]([C:12]([O:14][C:15]([CH3:18])([CH3:17])[CH3:16])=[O:13])[CH2:10][CH2:11][N:6]3[C:4](=[O:5])[C:3]=2[CH:21]=1. (3) Given the reactants [CH3:1][C:2]([OH:12])([CH2:4][CH2:5][C:6]1([CH3:11])OCC[O:7]1)[CH3:3].Cl.[OH-].[Na+], predict the reaction product. The product is: [OH:12][C:2]([CH3:3])([CH3:1])[CH2:4][CH2:5][C:6](=[O:7])[CH3:11].